This data is from Experimentally validated miRNA-target interactions with 360,000+ pairs, plus equal number of negative samples. The task is: Binary Classification. Given a miRNA mature sequence and a target amino acid sequence, predict their likelihood of interaction. (1) The miRNA is hsa-miR-6744-3p with sequence GGGCCUCUCUUGUCAUCCUGCAG. The protein sequence of the target gene is MKSSDIDQDLFTDSYCKVCSAQLISESQRVAHYESRKHASKVRLYYMLHPRDGGCPAKRLRSENGSDADMVDKNKCCTLCNMSFTSAVVADSHYQGKIHAKRLKLLLGEKTPLKTTATPLSPLKPPRMDTAPVVASPYQRRDSDRYCGLCAAWFNNPLMAQQHYDGKKHKKNAARVALLEQLGTTLDMGELRGLRRNYRCTICSVSLNSIEQYHAHLKGSKHQTNLKNK. Result: 0 (no interaction). (2) The miRNA is mmu-miR-338-5p with sequence AACAAUAUCCUGGUGCUGAGUG. The protein sequence of the target gene is MAGIKALISLSFGGAIGLMFLMLGCALPIYNQYWPLFVLFFYILSPIPYCIARRLVDDTDAMSNACKELAIFLTTGIVVSAFGLPVVFARAHLIEWGACALVLTGNTVIFATILGFFLVFGSNDDFSWQQW. Result: 0 (no interaction). (3) The protein sequence of the target gene is MPKSKRDKKVSLTKTAKKGLELKQNLIEELRKCVDTYKYLFIFSVANMRNSKLKDIRNAWKHSRMFFGKNKVMMVALGRSPSDEYKDNLHQVSKRLRGEVGLLFTNRTKEEVNEWFTKYTEMDYARAGNKAAFTVSLDPGPLEQFPHSMEPQLRQLGLPTALKRGVVTLLSDYEVCKEGDVLTPEQARVLKLFGYEMAEFKVTIKYMWDSQSGRFQQMGDDLPESASESTEESDSEDDD. The miRNA is hsa-miR-5092 with sequence AAUCCACGCUGAGCUUGGCAUC. Result: 1 (interaction). (4) The miRNA is hsa-miR-4756-3p with sequence CCAGAGAUGGUUGCCUUCCUAU. The protein sequence of the target gene is MVPGARGGGALARAAGRGLLALLLAVSAPLRLQAEELGDGCGHLVTYQDSGTMTSKNYPGTYPNHTVCEKTITVPKGKRLILRLGDLDIESQTCASDYLLFTSSSDQYGPYCGSMTVPKELLLNTSEVTVRFESGSHISGRGFLLTYASSDHPDLITCLERASHYLKTEYSKFCPAGCRDVAGDISGNMVDGYRDTSLLCKAAIHAGIIADELGGQISVLQRKGISRYEGILANGVLSRDGSLSDKRFLFTSNGCSRSLSFEPDGQIRASSSWQSVNESGDQVHWSPGQARLQDQGPSWA.... Result: 0 (no interaction). (5) The miRNA is hsa-miR-1249-3p with sequence ACGCCCUUCCCCCCCUUCUUCA. The protein sequence of the target gene is MIPVAEFKQFTEQQPAFKVLKPWWDVLAEYLTVAMLMIGVFGCTLQVTQDKIICLPNHELQENLSEAPCQQLLPRGIPEQIGALQEVKGLKNNLDLQQYSFINQLCYETALHWYAKYFPYLVVIHTLIFMVCTSFWFKFPGTSSKIEHFISILGKCFDSPWTTRALSEVSGENQKGPAATERAAATIVAMAGTGPGKAGEGEKEKVLAEPEKVVTEPPVVTLLDKKEGEQAKALFEKVKKFRMHVEEGDILYTMYIRQTVLKVCKFLAILVYNLVYVEKISFLVACRVETSEVTGYASFC.... Result: 0 (no interaction). (6) The miRNA is hsa-miR-6515-5p with sequence UUGGAGGGUGUGGAAGACAUC. The protein sequence of the target gene is MTRECPSPAPGPGAPLSGSVLAEAAVVFAVVLSIHATVWDRYSWCAVALAVQAFYVQYKWDRLLQQGSAVFQFRMSANSGLLPASMVMPLLGLVMKERCQTAGNPFFERFGIVVAATGMAVALFSSVLALGITRPVPTNTCVILGLAGGVIIYIMKHSLSVGEVIEVLEVLLIFVYLNMILLYLLPRCFTPGEALLVLGGISFVLNQLIKRSLTLVESQGDPVDFFLLVVVVGMVLMGIFFSTLFVFMDSGTWASSIFFHLMTCVLSLGVVLPWLHRLIRRNPLLWLLQFLFQTDTRIYL.... Result: 0 (no interaction).